From a dataset of Peptide-MHC class II binding affinity with 134,281 pairs from IEDB. Regression. Given a peptide amino acid sequence and an MHC pseudo amino acid sequence, predict their binding affinity value. This is MHC class II binding data. (1) The peptide sequence is LELLQRRFGGTVIRN. The MHC is DRB1_0301 with pseudo-sequence DRB1_0301. The binding affinity (normalized) is 0.567. (2) The peptide sequence is NSEKEFERAICDMKM. The MHC is DRB1_0101 with pseudo-sequence DRB1_0101. The binding affinity (normalized) is 0.410. (3) The peptide sequence is IAIAFLSVSNNYEYI. The MHC is DRB1_1101 with pseudo-sequence DRB1_1101. The binding affinity (normalized) is 0.203. (4) The peptide sequence is IGSRGRRSCRAARRP. The MHC is DRB1_0701 with pseudo-sequence DRB1_0701. The binding affinity (normalized) is 0.488. (5) The peptide sequence is AAATAGTTAYGAFAA. The binding affinity (normalized) is 0.406. The MHC is HLA-DQA10401-DQB10402 with pseudo-sequence HLA-DQA10401-DQB10402. (6) The peptide sequence is PVQRHPRSLFPEFSE. The MHC is DRB1_0401 with pseudo-sequence DRB1_0401. The binding affinity (normalized) is 0.0601. (7) The peptide sequence is VLVDEGRKVAIKGPL. The MHC is HLA-DQA10501-DQB10302 with pseudo-sequence HLA-DQA10501-DQB10302. The binding affinity (normalized) is 0. (8) The binding affinity (normalized) is 0.620. The MHC is DRB1_0401 with pseudo-sequence DRB1_0401. The peptide sequence is YDWFLANVSTVLTGK. (9) The peptide sequence is EVTMLYVVASPDLMT. The MHC is DRB1_1302 with pseudo-sequence DRB1_1302. The binding affinity (normalized) is 0.465.